This data is from Peptide-MHC class I binding affinity with 185,985 pairs from IEDB/IMGT. The task is: Regression. Given a peptide amino acid sequence and an MHC pseudo amino acid sequence, predict their binding affinity value. This is MHC class I binding data. (1) The peptide sequence is RIAQGVLQR. The MHC is HLA-B27:05 with pseudo-sequence HLA-B27:05. The binding affinity (normalized) is 0.0403. (2) The peptide sequence is VTISKDNLER. The MHC is HLA-A31:01 with pseudo-sequence HLA-A31:01. The binding affinity (normalized) is 0.559. (3) The MHC is HLA-A68:02 with pseudo-sequence HLA-A68:02. The peptide sequence is RQIQVEGLK. The binding affinity (normalized) is 0. (4) The peptide sequence is GLYSSTVPV. The MHC is Mamu-A11 with pseudo-sequence Mamu-A11. The binding affinity (normalized) is 0.0271. (5) The peptide sequence is RQFPTAFCF. The MHC is Mamu-B3901 with pseudo-sequence Mamu-B3901. The binding affinity (normalized) is 0.543. (6) The peptide sequence is RLRQDTEDIV. The MHC is HLA-A68:02 with pseudo-sequence HLA-A68:02. The binding affinity (normalized) is 0.0318. (7) The peptide sequence is DEISLLLAS. The MHC is HLA-B27:03 with pseudo-sequence HLA-B27:03. The binding affinity (normalized) is 0.0847. (8) The MHC is HLA-A24:02 with pseudo-sequence HLA-A24:02. The binding affinity (normalized) is 0. The peptide sequence is YTTTIKPVSY. (9) The peptide sequence is TQLYLGGMSY. The MHC is HLA-A11:01 with pseudo-sequence HLA-A11:01. The binding affinity (normalized) is 0.386.